This data is from Reaction yield outcomes from USPTO patents with 853,638 reactions. The task is: Predict the reaction yield, written as a fraction of the theoretical maximum amount of product (1.0 means a 100% yield; for example, 0.34 means a 34% yield). (1) The reactants are [CH2:1]([O:8][N:9]1[C:15](=[O:16])[N:14]2[CH2:17][C@H:10]1[CH2:11][CH2:12][C@H:13]2[C:18]([OH:20])=O)[C:2]1[CH:7]=[CH:6][CH:5]=[CH:4][CH:3]=1.[CH3:21][C:22]([CH3:28])([CH3:27])[C:23]([NH:25][NH2:26])=[O:24].ON1C2C=CC=CC=2N=N1.Cl.C(N=C=NCCCN(C)C)C. The catalyst is C(Cl)Cl. The product is [CH2:1]([O:8][N:9]1[C:15](=[O:16])[N:14]2[CH2:17][C@H:10]1[CH2:11][CH2:12][C@H:13]2[C:18]([NH:26][NH:25][C:23](=[O:24])[C:22]([CH3:28])([CH3:27])[CH3:21])=[O:20])[C:2]1[CH:3]=[CH:4][CH:5]=[CH:6][CH:7]=1. The yield is 0.940. (2) The reactants are [F:1][C:2]([F:13])([F:12])[C:3]1[CH:11]=[CH:10][C:6]([C:7](Cl)=[O:8])=[CH:5][CH:4]=1.[N:14]1[CH:19]=[CH:18][C:17]([C:20]2[C:21]([C:33]3[CH:34]=[C:35]([CH:38]=[CH:39][CH:40]=3)[CH2:36][NH2:37])=[N:22][N:23]([CH2:25][O:26][CH2:27][CH2:28][Si:29]([CH3:32])([CH3:31])[CH3:30])[CH:24]=2)=[CH:16][CH:15]=1.C(N(CC)CC)C. The catalyst is C(Cl)Cl. The product is [N:14]1[CH:15]=[CH:16][C:17]([C:20]2[C:21]([C:33]3[CH:34]=[C:35]([CH:38]=[CH:39][CH:40]=3)[CH2:36][NH:37][C:7](=[O:8])[C:6]3[CH:10]=[CH:11][C:3]([C:2]([F:13])([F:12])[F:1])=[CH:4][CH:5]=3)=[N:22][N:23]([CH2:25][O:26][CH2:27][CH2:28][Si:29]([CH3:32])([CH3:30])[CH3:31])[CH:24]=2)=[CH:18][CH:19]=1. The yield is 0.760. (3) The reactants are C([C@@H]([C@H](C(O)=O)O)O)(O)=O.[CH3:11][C@@H:12]1[CH2:16][CH2:15][CH2:14][NH:13]1.C(=O)([O-])[O-].[K+].[K+].CC1C=CC(S(O[CH2:34][CH2:35][C:36]2[CH:45]=[CH:44][C:43]3[C:38](=[CH:39][CH:40]=[C:41]([Br:46])[CH:42]=3)[N:37]=2)(=O)=O)=CC=1. The catalyst is C(#N)C. The product is [Br:46][C:41]1[CH:42]=[C:43]2[C:38](=[CH:39][CH:40]=1)[N:37]=[C:36]([CH2:35][CH2:34][N:13]1[CH2:14][CH2:15][CH2:16][C@H:12]1[CH3:11])[CH:45]=[CH:44]2. The yield is 0.920. (4) The reactants are [F:1][C:2]1[CH:3]=[C:4]([Mg]Br)[CH:5]=[C:6]([F:8])[CH:7]=1.[Cl:11][C:12]1[CH:13]=[C:14]([N:29]2[CH:33]=[N:32][C:31]([C:34]([O:36]CC)=O)=[N:30]2)[CH:15]=[C:16]([Cl:28])[C:17]=1[O:18]CC1C=CC(OC)=CC=1.[Cl-].[NH4+].O. The catalyst is C1COCC1.C(OCC)(=O)C. The product is [F:1][C:2]1[CH:3]=[C:4]([C:34]([C:4]2[CH:3]=[C:2]([F:1])[CH:7]=[C:6]([F:8])[CH:5]=2)([OH:36])[C:31]2[N:32]=[CH:33][N:29]([C:14]3[CH:15]=[C:16]([Cl:28])[C:17]([OH:18])=[C:12]([Cl:11])[CH:13]=3)[N:30]=2)[CH:5]=[C:6]([F:8])[CH:7]=1. The yield is 0.300. (5) The reactants are [C:1]([C:3]1[CH:8]=[CH:7][C:6]([C:9]2[N:13]3[CH:14]=[C:15]([C:18]4[CH:26]=[CH:25][C:21]([C:22](O)=[O:23])=[C:20]([CH3:27])[CH:19]=4)[N:16]=[CH:17][C:12]3=[N:11][CH:10]=2)=[CH:5][CH:4]=1)#[N:2].CN(C(ON1N=NC2C=CC=NC1=2)=[N+](C)C)C.F[P-](F)(F)(F)(F)F.CN1CCOCC1.Cl.[NH:60]1[CH2:65][CH2:64][CH:63]([NH:66][C:67](=[O:73])[O:68][C:69]([CH3:72])([CH3:71])[CH3:70])[CH2:62][CH2:61]1. The catalyst is CN(C=O)C.O. The product is [C:1]([C:3]1[CH:4]=[CH:5][C:6]([C:9]2[N:13]3[CH:14]=[C:15]([C:18]4[CH:26]=[CH:25][C:21]([C:22]([N:60]5[CH2:61][CH2:62][CH:63]([NH:66][C:67](=[O:73])[O:68][C:69]([CH3:70])([CH3:72])[CH3:71])[CH2:64][CH2:65]5)=[O:23])=[C:20]([CH3:27])[CH:19]=4)[N:16]=[CH:17][C:12]3=[N:11][CH:10]=2)=[CH:7][CH:8]=1)#[N:2]. The yield is 0.830. (6) The reactants are [CH:1]1([CH:4]([C:18]2[CH:23]=[CH:22][CH:21]=[CH:20][CH:19]=2)[NH:5][C:6]([C:8]2[CH:9]=[C:10]3[C:14](=[CH:15][CH:16]=2)[NH:13][N:12]=[C:11]3I)=[O:7])[CH2:3][CH2:2]1.[O:24]1[CH2:27][CH:26]([N:28]2[CH2:31][CH:30]([O:32][C:33]3[CH:38]=[CH:37][C:36](B4OC(C)(C)C(C)(C)O4)=[CH:35][CH:34]=3)[CH2:29]2)[CH2:25]1.C([O-])([O-])=O.[Na+].[Na+]. The catalyst is CCO.C1C=CC([P]([Pd]([P](C2C=CC=CC=2)(C2C=CC=CC=2)C2C=CC=CC=2)([P](C2C=CC=CC=2)(C2C=CC=CC=2)C2C=CC=CC=2)[P](C2C=CC=CC=2)(C2C=CC=CC=2)C2C=CC=CC=2)(C2C=CC=CC=2)C2C=CC=CC=2)=CC=1. The product is [CH:1]1([CH:4]([C:18]2[CH:23]=[CH:22][CH:21]=[CH:20][CH:19]=2)[NH:5][C:6]([C:8]2[CH:9]=[C:10]3[C:14](=[CH:15][CH:16]=2)[NH:13][N:12]=[C:11]3[C:36]2[CH:37]=[CH:38][C:33]([O:32][CH:30]3[CH2:31][N:28]([CH:26]4[CH2:27][O:24][CH2:25]4)[CH2:29]3)=[CH:34][CH:35]=2)=[O:7])[CH2:3][CH2:2]1. The yield is 0.220.